Dataset: Forward reaction prediction with 1.9M reactions from USPTO patents (1976-2016). Task: Predict the product of the given reaction. (1) Given the reactants [CH3:1][C:2]1[CH:11]=[CH:10][C:9]2[C:4](=[CH:5][CH:6]=[CH:7][CH:8]=2)[N:3]=1.[N+:12]([O-])([OH:14])=[O:13].C(=O)=O.[N+]([O-])([O-])=O.[N+]([O-])([O-])=O.[K+].[OH-].[Na+].O.N, predict the reaction product. The product is: [CH3:1][C:2]1[CH:11]=[CH:10][C:9]2[C:4](=[CH:5][CH:6]=[CH:7][C:8]=2[N+:12]([O-:14])=[O:13])[N:3]=1. (2) Given the reactants CC1C=CO[C:3]=1[C:7]([OH:9])=O.[CH:10]([N:13]([CH2:17]C)[CH:14](C)[CH3:15])(C)[CH3:11].F[P-](F)(F)(F)(F)F.[N:26]1(O[P+](N(C)C)(N(C)C)N(C)C)C2C=CC=CC=2N=N1.[CH3:46][NH:47][C:48]1[CH:53]=[CH:52][C:51]([CH:54]2[CH2:72][N:58]3[C:59](=[O:71])[NH:60][C:61]4[CH:62]=[C:63]([C:67]([O:69][CH3:70])=[O:68])[CH:64]=[CH:65][C:66]=4[C:57]3=[N:56][CH2:55]2)=[CH:50][CH:49]=1, predict the reaction product. The product is: [CH3:46][N:47]([C:7](=[O:9])[CH2:3][N:26]1[CH2:15][CH2:14][N:13]([CH3:17])[CH2:10][CH2:11]1)[C:48]1[CH:49]=[CH:50][C:51]([CH:54]2[CH2:72][N:58]3[C:59](=[O:71])[NH:60][C:61]4[CH:62]=[C:63]([C:67]([O:69][CH3:70])=[O:68])[CH:64]=[CH:65][C:66]=4[C:57]3=[N:56][CH2:55]2)=[CH:52][CH:53]=1. (3) Given the reactants [H-].[Na+].[Br:3][C:4]1[CH:9]=[CH:8][C:7]([CH2:10][C:11]#[N:12])=[CH:6][CH:5]=1.[CH:13]1(Br)[CH2:18][CH2:17][CH2:16][CH2:15][CH2:14]1.O, predict the reaction product. The product is: [Br:3][C:4]1[CH:9]=[CH:8][C:7]([CH:10]([CH:13]2[CH2:18][CH2:17][CH2:16][CH2:15][CH2:14]2)[C:11]#[N:12])=[CH:6][CH:5]=1. (4) Given the reactants [CH2:1]([N:3]([CH2:13][CH3:14])[C:4](=O)[C:5]1[CH:10]=[CH:9][CH:8]=[C:7]([F:11])[CH:6]=1)[CH3:2].COC1C=CC(P2(SP(C3C=CC(OC)=CC=3)(=S)S2)=[S:24])=CC=1, predict the reaction product. The product is: [CH2:1]([N:3]([CH2:13][CH3:14])[C:4](=[S:24])[C:5]1[CH:10]=[CH:9][CH:8]=[C:7]([F:11])[CH:6]=1)[CH3:2].